This data is from Catalyst prediction with 721,799 reactions and 888 catalyst types from USPTO. The task is: Predict which catalyst facilitates the given reaction. (1) Reactant: [NH2:1][CH2:2][CH2:3][CH2:4][Si](OC)(OC)OC.[CH2:12]([C:15]1C=CC=C[C:16]=1[OH:21])[CH:13]=[CH2:14]. Product: [O:21]1[C:16]2[CH:15]=[CH:12][CH:13]=[CH:14][C:4]=2[CH:3]=[CH:2][NH:1]1. The catalyst class is: 11. (2) Reactant: [CH3:1][O:2][CH:3]1[CH2:6][CH:5]([C:7]([O:9]C)=[O:8])[CH2:4]1.[Li+].[OH-]. Product: [CH3:1][O:2][CH:3]1[CH2:6][CH:5]([C:7]([OH:9])=[O:8])[CH2:4]1. The catalyst class is: 87. (3) Reactant: [OH-].[Na+].C1COCC1.[CH2:8]([O:10][C:11]1[CH:12]=[C:13]([CH:18]=[C:19]([C:21]2[NH:25][N:24]=[N:23][N:22]=2)[CH:20]=1)[C:14]([O:16]C)=[O:15])[CH3:9].Cl. Product: [CH2:8]([O:10][C:11]1[CH:12]=[C:13]([CH:18]=[C:19]([C:21]2[NH:25][N:24]=[N:23][N:22]=2)[CH:20]=1)[C:14]([OH:16])=[O:15])[CH3:9]. The catalyst class is: 5. (4) Reactant: [Cl:1][C:2]1[CH:7]=[CH:6][CH:5]=[CH:4][C:3]=1[C:8]1[C:9]([C:14]2[CH:19]=[CH:18][C:17]([Cl:20])=[CH:16][CH:15]=2)=[C:10]([NH2:13])[NH:11][N:12]=1.[C:21](OCC)(=[O:26])[CH2:22][C:23]([CH3:25])=O.C(OCC)C. Product: [Cl:20][C:17]1[CH:16]=[CH:15][C:14]([C:9]2[C:8]([C:3]3[CH:4]=[CH:5][CH:6]=[CH:7][C:2]=3[Cl:1])=[N:12][N:11]3[C:21]([OH:26])=[CH:22][C:23]([CH3:25])=[N:13][C:10]=23)=[CH:19][CH:18]=1. The catalyst class is: 15. (5) Reactant: [CH3:1][O:2][C:3]1[N:8]=[CH:7][C:6]([NH:9][C:10]2[N:11]=[CH:12][C:13]([C:25](=[O:27])[CH3:26])=[N:14][C:15]=2[C:16]2[CH:21]=[C:20]([S:22][CH3:23])[N:19]=[C:18]([CH3:24])[N:17]=2)=[CH:5][CH:4]=1.ClC1C=C(C=CC=1)C(OO)=[O:33]. Product: [CH3:1][O:2][C:3]1[N:8]=[CH:7][C:6]([NH:9][C:10]2[N:11]=[CH:12][C:13]([C:25](=[O:27])[CH3:26])=[N:14][C:15]=2[C:16]2[CH:21]=[C:20]([S:22]([CH3:23])=[O:33])[N:19]=[C:18]([CH3:24])[N:17]=2)=[CH:5][CH:4]=1. The catalyst class is: 12.